From a dataset of Full USPTO retrosynthesis dataset with 1.9M reactions from patents (1976-2016). Predict the reactants needed to synthesize the given product. (1) The reactants are: [CH3:1][C:2]([C:4]1[CH:9]=[CH:8][CH:7]=[CH:6][CH:5]=1)=[CH2:3].[ClH:10]. Given the product [C:2]([Cl:10])([C:4]1[CH:9]=[CH:8][CH:7]=[CH:6][CH:5]=1)([CH3:1])[CH3:3], predict the reactants needed to synthesize it. (2) Given the product [Cl:1][C:2]1[CH:3]=[CH:4][C:5]2[NH:11][C:10](=[S:39])[C@@H:9]([CH2:13][C:14]([O:16][CH:17]([CH3:19])[CH3:18])=[O:15])[S:8][C@H:7]([C:20]3[CH:25]=[CH:24][CH:23]=[C:22]([O:26][CH3:27])[C:21]=3[Cl:28])[C:6]=2[CH:29]=1, predict the reactants needed to synthesize it. The reactants are: [Cl:1][C:2]1[CH:3]=[CH:4][C:5]2[NH:11][C:10](=O)[C@@H:9]([CH2:13][C:14]([O:16][CH:17]([CH3:19])[CH3:18])=[O:15])[S:8][C@H:7]([C:20]3[CH:25]=[CH:24][CH:23]=[C:22]([O:26][CH3:27])[C:21]=3[Cl:28])[C:6]=2[CH:29]=1.COC1C=CC(P2(SP(C3C=CC(OC)=CC=3)(=S)S2)=[S:39])=CC=1. (3) Given the product [C:19]1([CH2:25][CH2:26][CH2:27][O:28][C:2]([Cl:1])=[O:4])[CH:24]=[CH:23][CH:22]=[CH:21][CH:20]=1, predict the reactants needed to synthesize it. The reactants are: [Cl:1][C:2](Cl)([O:4]C(=O)OC(Cl)(Cl)Cl)Cl.N1C=CC=CC=1.[C:19]1([CH2:25][CH2:26][CH2:27][OH:28])[CH:24]=[CH:23][CH:22]=[CH:21][CH:20]=1. (4) The reactants are: Br[CH:2]([CH3:18])[C:3]([C:5]1[CH:14]=[CH:13][C:12]2[C:7](=[CH:8][CH:9]=[C:10]([O:16][CH3:17])[C:11]=2[Cl:15])[CH:6]=1)=[O:4].[ClH:19].Cl.[CH2:21]([N:30]1[CH2:35][CH2:34][NH:33][CH2:32][CH2:31]1)[C:22]([C:24]1[CH:29]=[CH:28][CH:27]=[CH:26][CH:25]=1)=[O:23].C([O-])([O-])=O.[K+].[K+]. Given the product [ClH:15].[ClH:19].[CH2:21]([N:30]1[CH2:35][CH2:34][N:33]([CH:2]([C:3]([C:5]2[CH:14]=[CH:13][C:12]3[C:7](=[CH:8][CH:9]=[C:10]([O:16][CH3:17])[C:11]=3[Cl:15])[CH:6]=2)=[O:4])[CH3:18])[CH2:32][CH2:31]1)[C:22]([C:24]1[CH:25]=[CH:26][CH:27]=[CH:28][CH:29]=1)=[O:23], predict the reactants needed to synthesize it.